Dataset: Retrosynthesis with 50K atom-mapped reactions and 10 reaction types from USPTO. Task: Predict the reactants needed to synthesize the given product. (1) Given the product O=C(O)C(F)(F)F, predict the reactants needed to synthesize it. The reactants are: CC(C)(C)OC(=O)N1CCCC1CNc1nc(N)n2nc(-c3ccco3)nc2n1. (2) Given the product COC(=O)NCc1c(CN(C)[C@H]2CCCc3cccnc32)nc2cccc(N3CCN(C)CC3)n12, predict the reactants needed to synthesize it. The reactants are: CN1CCN(c2cccc3nc(CN(C)[C@H]4CCCc5cccnc54)c(CN)n23)CC1.COC(=O)Cl. (3) The reactants are: CCc1cc(C(F)(C(F)(F)F)C(F)(F)F)cc(C)c1N.Cc1cc(C(=O)Cl)ccc1C#N. Given the product CCc1cc(C(F)(C(F)(F)F)C(F)(F)F)cc(C)c1NC(=O)c1ccc(C#N)c(C)c1, predict the reactants needed to synthesize it. (4) Given the product N#Cc1ccc(F)c(N)c1, predict the reactants needed to synthesize it. The reactants are: N#Cc1ccc(F)c([N+](=O)[O-])c1. (5) Given the product CC(=O)S[C@H]1C[C@@H](C(=O)Nc2cccc(C(=O)NCC(=O)OCc3ccc([N+](=O)[O-])cc3)c2)N(C(=O)OCc2ccc([N+](=O)[O-])cc2)C1, predict the reactants needed to synthesize it. The reactants are: CC(=O)S[C@H]1C[C@@H](C(=O)Nc2cccc(C(=O)O)c2)N(C(=O)OCc2ccc([N+](=O)[O-])cc2)C1.NCC(=O)OCc1ccc([N+](=O)[O-])cc1. (6) Given the product CC(=O)C1CC(C(=O)OC(C)(C)C)N(C(=O)CNC(=O)Nc2cccc(C(=O)O)c2)C1c1ccccc1, predict the reactants needed to synthesize it. The reactants are: COC(=O)c1cccc(NC(=O)NCC(=O)N2C(C(=O)OC(C)(C)C)CC(C(C)=O)C2c2ccccc2)c1. (7) Given the product C1=CCN(c2cccc(Cc3ccccc3)c2)C1, predict the reactants needed to synthesize it. The reactants are: Brc1cccc(N2CC=CC2)c1.[Mg+]Cc1ccccc1.